This data is from Forward reaction prediction with 1.9M reactions from USPTO patents (1976-2016). The task is: Predict the product of the given reaction. (1) Given the reactants C([O:8][C:9]1[CH:17]=[CH:16][CH:15]=[C:14]2[C:10]=1[CH:11]=[C:12]([C:19]([OH:21])=O)[N:13]2[CH3:18])C1C=CC=CC=1.[NH:22]1[CH2:26][CH2:25][CH2:24][CH2:23]1, predict the reaction product. The product is: [OH:8][C:9]1[CH:17]=[CH:16][CH:15]=[C:14]2[C:10]=1[CH:11]=[C:12]([C:19]([N:22]1[CH2:26][CH2:25][CH2:24][CH2:23]1)=[O:21])[N:13]2[CH3:18]. (2) Given the reactants [Cl:1][C:2]1[CH:9]=[CH:8][C:5]([CH:6]=[O:7])=[C:4](F)[CH:3]=1.[N:11]1([C:17](=[O:19])[CH3:18])[CH2:16][CH2:15][NH:14][CH2:13][CH2:12]1.C(=O)([O-])[O-].[K+].[K+].CS(C)=O, predict the reaction product. The product is: [C:17]([N:11]1[CH2:16][CH2:15][N:14]([C:4]2[CH:3]=[C:2]([Cl:1])[CH:9]=[CH:8][C:5]=2[CH:6]=[O:7])[CH2:13][CH2:12]1)(=[O:19])[CH3:18].